From a dataset of Full USPTO retrosynthesis dataset with 1.9M reactions from patents (1976-2016). Predict the reactants needed to synthesize the given product. Given the product [Br:26][CH2:14][C:13]([C:9]1[CH:10]=[CH:11][CH:12]=[C:7]([O:6][CH2:5][C:4]2[CH:16]=[CH:17][C:18]([Cl:19])=[C:2]([Cl:1])[CH:3]=2)[CH:8]=1)=[O:15], predict the reactants needed to synthesize it. The reactants are: [Cl:1][C:2]1[CH:3]=[C:4]([CH:16]=[CH:17][C:18]=1[Cl:19])[CH2:5][O:6][C:7]1[CH:8]=[C:9]([C:13](=[O:15])[CH3:14])[CH:10]=[CH:11][CH:12]=1.C1CNC(=O)C1.[Br:26][Br-]Br.